This data is from NCI-60 drug combinations with 297,098 pairs across 59 cell lines. The task is: Regression. Given two drug SMILES strings and cell line genomic features, predict the synergy score measuring deviation from expected non-interaction effect. (1) Drug 2: C1CC(=O)NC(=O)C1N2C(=O)C3=CC=CC=C3C2=O. Synergy scores: CSS=37.3, Synergy_ZIP=-0.212, Synergy_Bliss=-0.984, Synergy_Loewe=-11.6, Synergy_HSA=-0.223. Drug 1: CCC1=CC2CC(C3=C(CN(C2)C1)C4=CC=CC=C4N3)(C5=C(C=C6C(=C5)C78CCN9C7C(C=CC9)(C(C(C8N6C)(C(=O)OC)O)OC(=O)C)CC)OC)C(=O)OC.C(C(C(=O)O)O)(C(=O)O)O. Cell line: MALME-3M. (2) Drug 1: C1CN1P(=S)(N2CC2)N3CC3. Drug 2: CCCCCOC(=O)NC1=NC(=O)N(C=C1F)C2C(C(C(O2)C)O)O. Cell line: HT29. Synergy scores: CSS=-2.86, Synergy_ZIP=5.47, Synergy_Bliss=9.75, Synergy_Loewe=1.47, Synergy_HSA=1.51. (3) Drug 1: CC1=C(C=C(C=C1)NC2=NC=CC(=N2)N(C)C3=CC4=NN(C(=C4C=C3)C)C)S(=O)(=O)N.Cl. Drug 2: CCC(=C(C1=CC=CC=C1)C2=CC=C(C=C2)OCCN(C)C)C3=CC=CC=C3.C(C(=O)O)C(CC(=O)O)(C(=O)O)O. Cell line: A549. Synergy scores: CSS=3.17, Synergy_ZIP=-1.10, Synergy_Bliss=-0.207, Synergy_Loewe=-0.947, Synergy_HSA=-0.663. (4) Drug 1: CCCS(=O)(=O)NC1=C(C(=C(C=C1)F)C(=O)C2=CNC3=C2C=C(C=N3)C4=CC=C(C=C4)Cl)F. Drug 2: C1CN(CCN1C(=O)CCBr)C(=O)CCBr. Cell line: TK-10. Synergy scores: CSS=10.2, Synergy_ZIP=-2.14, Synergy_Bliss=6.20, Synergy_Loewe=3.17, Synergy_HSA=4.11. (5) Drug 1: COC1=CC(=CC(=C1O)OC)C2C3C(COC3=O)C(C4=CC5=C(C=C24)OCO5)OC6C(C(C7C(O6)COC(O7)C8=CC=CS8)O)O. Drug 2: CC1=C2C(C(=O)C3(C(CC4C(C3C(C(C2(C)C)(CC1OC(=O)C(C(C5=CC=CC=C5)NC(=O)C6=CC=CC=C6)O)O)OC(=O)C7=CC=CC=C7)(CO4)OC(=O)C)O)C)OC(=O)C. Cell line: NCI-H460. Synergy scores: CSS=64.8, Synergy_ZIP=0.666, Synergy_Bliss=-0.739, Synergy_Loewe=-2.73, Synergy_HSA=3.94.